The task is: Predict the reactants needed to synthesize the given product.. This data is from Full USPTO retrosynthesis dataset with 1.9M reactions from patents (1976-2016). (1) Given the product [CH3:16][N:15]([CH3:17])[C:13]1[CH:12]=[CH:11][N:10]=[C:9]([C:7]2[CH:6]=[C:5]([OH:18])[CH:4]=[C:3]([CH2:2][N:28]([CH2:27][C:23]3[CH:22]=[C:21]([N:20]([CH3:19])[CH3:30])[CH:26]=[CH:25][N:24]=3)[CH3:29])[N:8]=2)[CH:14]=1, predict the reactants needed to synthesize it. The reactants are: Cl[CH2:2][C:3]1[N:8]=[C:7]([C:9]2[CH:14]=[C:13]([N:15]([CH3:17])[CH3:16])[CH:12]=[CH:11][N:10]=2)[CH:6]=[C:5]([OH:18])[CH:4]=1.[CH3:19][N:20]([CH3:30])[C:21]1[CH:26]=[CH:25][N:24]=[C:23]([CH2:27][NH:28][CH3:29])[CH:22]=1.C(N(CC)CC)C. (2) Given the product [Br:1][C:2]1[CH:17]=[CH:16][C:5]([C:6]([O:8][CH2:9][C:10]2[CH:15]=[CH:14][CH:13]=[CH:12][CH:11]=2)=[O:7])=[C:4]([NH:23][CH2:19][CH2:20][CH2:21][CH3:22])[CH:3]=1, predict the reactants needed to synthesize it. The reactants are: [Br:1][C:2]1[CH:17]=[CH:16][C:5]([C:6]([O:8][CH2:9][C:10]2[CH:15]=[CH:14][CH:13]=[CH:12][CH:11]=2)=[O:7])=[C:4](F)[CH:3]=1.[CH2:19]([NH2:23])[CH2:20][CH2:21][CH3:22].C(=O)([O-])[O-].[Cs+].[Cs+]. (3) Given the product [C:1]1([S:7]([NH:10][C:11]2[CH:20]=[CH:19][C:14]([CH2:15][OH:16])=[CH:13][C:12]=2[O:21][CH3:22])(=[O:9])=[O:8])[CH:2]=[CH:3][CH:4]=[CH:5][CH:6]=1, predict the reactants needed to synthesize it. The reactants are: [C:1]1([S:7]([NH:10][C:11]2[CH:20]=[CH:19][C:14]([C:15](OC)=[O:16])=[CH:13][C:12]=2[O:21][CH3:22])(=[O:9])=[O:8])[CH:6]=[CH:5][CH:4]=[CH:3][CH:2]=1.[H-].C([Al+]CC(C)C)C(C)C.S([O-])([O-])(=O)=O.[Na+].[Na+].